This data is from Full USPTO retrosynthesis dataset with 1.9M reactions from patents (1976-2016). The task is: Predict the reactants needed to synthesize the given product. (1) Given the product [CH3:6][N:5]([CH3:7])[CH2:4][CH2:3][O:8][C:9]1[CH:16]=[CH:15][C:12]([CH:13]=[O:14])=[CH:11][CH:10]=1, predict the reactants needed to synthesize it. The reactants are: Cl.Cl[CH2:3][CH2:4][N:5]([CH3:7])[CH3:6].[OH:8][C:9]1[CH:16]=[CH:15][C:12]([CH:13]=[O:14])=[CH:11][CH:10]=1. (2) Given the product [NH2:1][C:2]1[C:7]([C:8]#[N:9])=[C:6]([O:10][CH2:11][CH3:12])[N:5]=[C:4]([C:13]([NH:48][CH2:49][C:50]2([CH3:63])[CH2:55][CH2:54][N:53]([C:56]([O:58][C:59]([CH3:62])([CH3:61])[CH3:60])=[O:57])[CH2:52][CH2:51]2)=[O:15])[CH:3]=1, predict the reactants needed to synthesize it. The reactants are: [NH2:1][C:2]1[C:7]([C:8]#[N:9])=[C:6]([O:10][CH2:11][CH3:12])[N:5]=[C:4]([C:13]([OH:15])=O)[CH:3]=1.Cl.C(N=C=NCCCN(C)C)C.O.ON1C2C=CC=CC=2N=N1.C(N(C(C)C)CC)(C)C.[NH2:48][CH2:49][C:50]1([CH3:63])[CH2:55][CH2:54][N:53]([C:56]([O:58][C:59]([CH3:62])([CH3:61])[CH3:60])=[O:57])[CH2:52][CH2:51]1. (3) Given the product [C:17]([O:16][C:15](=[O:21])[NH:14][C:9]1[CH:10]=[N:11][CH:12]=[CH:13][C:8]=1[CH:5]1[CH2:6][CH2:7][N:2]([CH3:1])[C:3](=[O:22])[CH2:4]1)([CH3:20])([CH3:18])[CH3:19], predict the reactants needed to synthesize it. The reactants are: [CH3:1][N:2]1[CH:7]=[CH:6][C:5]([C:8]2[CH:13]=[CH:12][N:11]=[CH:10][C:9]=2[NH:14][C:15](=[O:21])[O:16][C:17]([CH3:20])([CH3:19])[CH3:18])=[CH:4][C:3]1=[O:22]. (4) Given the product [C:1]([O:5][C:6](=[O:27])[NH:7][C:8]1[C:9]([CH2:23][F:24])([CH2:25][F:26])[O:10][CH2:11][C:12]([C:15]2[CH:20]=[C:19]([NH:21][C:36]([C:33]3[C:32]([CH3:39])=[CH:31][C:30]([C:28]#[N:29])=[CH:35][N:34]=3)=[O:37])[CH:18]=[CH:17][C:16]=2[F:22])([CH3:14])[N:13]=1)([CH3:2])([CH3:4])[CH3:3], predict the reactants needed to synthesize it. The reactants are: [C:1]([O:5][C:6](=[O:27])[NH:7][C:8]1[C:9]([CH2:25][F:26])([CH2:23][F:24])[O:10][CH2:11][C:12]([C:15]2[CH:20]=[C:19]([NH2:21])[CH:18]=[CH:17][C:16]=2[F:22])([CH3:14])[N:13]=1)([CH3:4])([CH3:3])[CH3:2].[C:28]([C:30]1[CH:31]=[C:32]([CH3:39])[C:33]([C:36](O)=[O:37])=[N:34][CH:35]=1)#[N:29].C1C=NC2N(O)N=NC=2C=1.CN1CCOCC1.C(Cl)CCl.